Dataset: Reaction yield outcomes from USPTO patents with 853,638 reactions. Task: Predict the reaction yield, written as a fraction of the theoretical maximum amount of product (1.0 means a 100% yield; for example, 0.34 means a 34% yield). (1) The reactants are [Br:1][C:2]1[C:3]([O:19][CH3:20])=[C:4]([NH:12][C:13](=[O:18])[C:14]([F:17])([F:16])[F:15])[C:5]([C:10]#[N:11])=[C:6]([CH3:9])[C:7]=1I.[C:21]1(B2OCCCO2)[CH:26]=[CH:25][CH:24]=[CH:23][CH:22]=1.P([O-])([O-])([O-])=O.[K+].[K+].[K+]. The catalyst is C(OCC)(=O)C.C1C=CC([P]([Pd]([P](C2C=CC=CC=2)(C2C=CC=CC=2)C2C=CC=CC=2)([P](C2C=CC=CC=2)(C2C=CC=CC=2)C2C=CC=CC=2)[P](C2C=CC=CC=2)(C2C=CC=CC=2)C2C=CC=CC=2)(C2C=CC=CC=2)C2C=CC=CC=2)=CC=1. The product is [Br:1][C:2]1[C:3]([O:19][CH3:20])=[C:4]([NH:12][C:13](=[O:18])[C:14]([F:17])([F:16])[F:15])[C:5]([C:10]#[N:11])=[C:6]([CH3:9])[C:7]=1[C:21]1[CH:26]=[CH:25][CH:24]=[CH:23][CH:22]=1. The yield is 0.840. (2) The reactants are [Br:1][C:2]1[S:6][C:5]([C:7]([OH:9])=[O:8])=[CH:4][CH:3]=1.[CH3:10][Si](C=[N+]=[N-])(C)C. The catalyst is C(OCC)(=O)C.CO. The product is [Br:1][C:2]1[S:6][C:5]([C:7]([O:9][CH3:10])=[O:8])=[CH:4][CH:3]=1. The yield is 0.980. (3) The reactants are [H-].[Na+].[CH2:3]([O:10][CH2:11][C@H:12]([OH:21])[CH2:13][NH:14][C:15](=[O:20])[C@@H:16](Cl)[CH2:17][CH3:18])[C:4]1[CH:9]=[CH:8][CH:7]=[CH:6][CH:5]=1. The catalyst is C1COCC1. The product is [CH2:3]([O:10][CH2:11][C@H:12]1[CH2:13][NH:14][C:15](=[O:20])[C@@H:16]([CH2:17][CH3:18])[O:21]1)[C:4]1[CH:9]=[CH:8][CH:7]=[CH:6][CH:5]=1. The yield is 0.992. (4) The reactants are [F:1][C:2]1[CH:7]=[CH:6][C:5]([OH:8])=[C:4]([C:9]2([CH3:15])[CH2:14][CH2:13][CH2:12][CH2:11][CH2:10]2)[CH:3]=1.Cl[C:17]([O:19][CH3:20])=[O:18]. The catalyst is CN(C1C=CN=CC=1)C.ClCl. The product is [C:17](=[O:18])([O:19][CH3:20])[O:8][C:5]1[CH:6]=[CH:7][C:2]([F:1])=[CH:3][C:4]=1[C:9]1([CH3:15])[CH2:14][CH2:13][CH2:12][CH2:11][CH2:10]1. The yield is 0.721. (5) The reactants are [CH2:1]([C:3]1[N:7]([CH2:8][C:9]2[CH:14]=[CH:13][C:12]([CH3:15])=[CH:11][CH:10]=2)[N:6]=[C:5]([C:16]([O:18]CC)=[O:17])[CH:4]=1)[CH3:2].[OH-].[Na+]. The catalyst is C(O)C. The product is [CH2:1]([C:3]1[N:7]([CH2:8][C:9]2[CH:14]=[CH:13][C:12]([CH3:15])=[CH:11][CH:10]=2)[N:6]=[C:5]([C:16]([OH:18])=[O:17])[CH:4]=1)[CH3:2]. The yield is 0.920. (6) The reactants are [Cl:1][C:2]1[CH:21]=[CH:20][C:5]2[NH:6][C:7]([C:12]3[CH:17]=[CH:16][C:15]([O:18][CH3:19])=[CH:14][CH:13]=3)(C(O)=O)[O:8][C:4]=2[CH:3]=1.Cl.C(N=C=NC[CH2:29][CH2:30][N:31]([CH3:33])C)C.[OH:34]N1C2C=CC=CC=2N=N1.Cl.Cl.N[CH:47]1[CH2:54]C2N(C)C(CCC2)C1.[CH2:57]([N:59]([CH2:62][CH3:63])[CH2:60][CH3:61])C. The catalyst is CN(C=O)C.C(OCC)(=O)C. The product is [CH3:57][N:59]1[CH:62]2[CH2:63][CH2:54][CH2:47][CH:60]1[CH2:61][CH:30]([NH:31][C:33]([C:20]1[CH:21]=[C:2]([Cl:1])[CH:3]=[C:4]3[O:8][C:7]([C:12]4[CH:13]=[CH:14][C:15]([O:18][CH3:19])=[CH:16][CH:17]=4)=[N:6][C:5]=13)=[O:34])[CH2:29]2. The yield is 0.180. (7) The reactants are [CH2:1]([O:3][C:4](=[O:12])[CH:5]([NH:8][C:9](=O)[CH3:10])[C:6]#[N:7])[CH3:2].COC1C=CC(P2(SP(C3C=CC(OC)=CC=3)(=S)S2)=[S:22])=CC=1. The catalyst is C1(C)C=CC=CC=1. The product is [CH2:1]([O:3][C:4]([C:5]1[N:8]=[C:9]([CH3:10])[S:22][C:6]=1[NH2:7])=[O:12])[CH3:2]. The yield is 0.570. (8) The yield is 0.760. The product is [CH3:1][O:2][CH:3]1[CH2:8][CH2:7][N:6]([CH2:10][C:9]#[N:12])[CH2:5][CH2:4]1. The reactants are [CH3:1][O:2][CH:3]1[CH2:8][CH2:7][NH:6][CH2:5][CH2:4]1.[C:9](#[N:12])[CH2:10]O. The catalyst is CCOCC. (9) The reactants are [F:1][C:2]([F:20])([F:19])[CH2:3][C:4]1[NH:5][C:6]2[C:11]([CH:12]=1)=[C:10]([C:13]([F:16])([F:15])[F:14])[C:9]([C:17]#[N:18])=[CH:8][CH:7]=2.C([O-])([O-])=O.[K+].[K+].Cl[CH2:28][C:29]1[N:33]=[C:32]([C:34]2[CH:39]=[CH:38][CH:37]=[C:36]([C:40]([F:43])([F:42])[F:41])[CH:35]=2)[O:31][N:30]=1.CC#N. The catalyst is CCOC(C)=O. The product is [F:20][C:2]([F:1])([F:19])[CH2:3][C:4]1[N:5]([CH2:28][C:29]2[N:33]=[C:32]([C:34]3[CH:39]=[CH:38][CH:37]=[C:36]([C:40]([F:43])([F:41])[F:42])[CH:35]=3)[O:31][N:30]=2)[C:6]2[C:11]([CH:12]=1)=[C:10]([C:13]([F:16])([F:15])[F:14])[C:9]([C:17]#[N:18])=[CH:8][CH:7]=2. The yield is 0.220. (10) The reactants are [NH2:1][C:2]1[CH:9]=[CH:8][CH:7]=[C:6](Br)[C:3]=1[C:4]#[N:5].[CH3:11][C:12]([CH3:16])([CH3:15])[C:13]#[CH:14].C([O-])([O-])=O.[K+].[K+]. The catalyst is COCCOC.O.[Cu]I.C1C=CC([P]([Pd]([P](C2C=CC=CC=2)(C2C=CC=CC=2)C2C=CC=CC=2)([P](C2C=CC=CC=2)(C2C=CC=CC=2)C2C=CC=CC=2)[P](C2C=CC=CC=2)(C2C=CC=CC=2)C2C=CC=CC=2)(C2C=CC=CC=2)C2C=CC=CC=2)=CC=1. The product is [NH2:1][C:2]1[CH:9]=[CH:8][CH:7]=[C:6]([C:14]#[C:13][C:12]([CH3:16])([CH3:15])[CH3:11])[C:3]=1[C:4]#[N:5]. The yield is 0.930.